The task is: Predict the reactants needed to synthesize the given product.. This data is from Full USPTO retrosynthesis dataset with 1.9M reactions from patents (1976-2016). (1) Given the product [OH:10][C:8]1[N:27]=[C:24]([C:23]2[C:18]3[C:19](=[N:20][C:15]([CH3:14])=[CH:16][CH:17]=3)[N:21]([CH2:28][O:29][CH2:30][CH2:31][Si:32]([CH3:33])([CH3:35])[CH3:34])[N:22]=2)[N:25]=[N:26][C:7]=1[C:2]([CH3:1])([CH3:13])[C:3]([O:5][CH3:6])=[O:4], predict the reactants needed to synthesize it. The reactants are: [CH3:1][C:2]([CH3:13])([C:7](=O)[C:8]([O:10]C)=O)[C:3]([O:5][CH3:6])=[O:4].[CH3:14][C:15]1[N:20]=[C:19]2[N:21]([CH2:28][O:29][CH2:30][CH2:31][Si:32]([CH3:35])([CH3:34])[CH3:33])[N:22]=[C:23]([C:24](=[NH:27])[NH:25][NH2:26])[C:18]2=[CH:17][CH:16]=1. (2) Given the product [ClH:18].[CH:1]([C:4]1[CH:5]=[CH:6][C:7]([CH:10]([CH3:13])[CH2:11][NH2:12])=[CH:8][CH:9]=1)([CH3:3])[CH3:2], predict the reactants needed to synthesize it. The reactants are: [CH:1]([C:4]1[CH:9]=[CH:8][C:7]([CH:10]([CH3:13])[C:11]#[N:12])=[CH:6][CH:5]=1)([CH3:3])[CH3:2].B.CSC.[ClH:18]. (3) Given the product [C:24]1([C:16]2[C:15]([C:13]3[N:12]=[CH:11][N:10]([C:7]4[CH:8]=[CH:9][C:4]([C:3]([NH:34][CH2:33][C:32]([F:36])([F:35])[F:31])=[O:2])=[CH:5][N:6]=4)[CH:14]=3)=[C:19]([C:20]([F:22])([F:21])[F:23])[O:18][N:17]=2)[CH:25]=[CH:26][CH:27]=[CH:28][CH:29]=1, predict the reactants needed to synthesize it. The reactants are: C[O:2][C:3](=O)[C:4]1[CH:9]=[CH:8][C:7]([N:10]2[CH:14]=[C:13]([C:15]3[C:16]([C:24]4[CH:29]=[CH:28][CH:27]=[CH:26][CH:25]=4)=[N:17][O:18][C:19]=3[C:20]([F:23])([F:22])[F:21])[N:12]=[CH:11]2)=[N:6][CH:5]=1.[F:31][C:32]([F:36])([F:35])[CH2:33][NH2:34]. (4) Given the product [F:6][C:7]1[CH:8]=[CH:9][C:10]([CH:13]([C:14]2[CH:15]=[CH:16][C:17]([F:20])=[CH:18][CH:19]=2)[NH:21][C:22]([CH:24]2[CH2:29][CH2:28][CH:27]([N:30]3[CH2:31][CH2:32][O:33][CH2:34][CH2:35]3)[CH2:26][CH:25]2[C:36]2[CH:41]=[CH:40][C:39]([F:42])=[CH:38][CH:37]=2)=[O:23])=[CH:11][CH:12]=1, predict the reactants needed to synthesize it. The reactants are: C([BH3-])#N.[Na+].Cl.[F:6][C:7]1[CH:12]=[CH:11][C:10]([CH:13]([NH:21][C:22]([CH:24]2[CH2:29][CH2:28][C:27](=[N+:30]3[CH2:35][CH2:34][O:33][CH2:32][CH2:31]3)[CH2:26][CH:25]2[C:36]2[CH:41]=[CH:40][C:39]([F:42])=[CH:38][CH:37]=2)=[O:23])[C:14]2[CH:19]=[CH:18][C:17]([F:20])=[CH:16][CH:15]=2)=[CH:9][CH:8]=1.[OH-].[Na+]. (5) Given the product [CH3:1][N:3]([CH:23]([CH3:24])[C:11]#[N:12])[C:4]1[CH:9]=[CH:8][CH:7]=[CH:6][CH:5]=1, predict the reactants needed to synthesize it. The reactants are: [CH2:1]([N:3](C)[C:4]1[CH:9]=[CH:8][CH:7]=[CH:6][CH:5]=1)C.[C-:11]#[N:12].[Na+].O=O.C(=O)(O)[O-].[Na+].CO.[C:23](O)(=O)[CH3:24]. (6) Given the product [CH2:11]([O:13][C:14](=[O:18])[CH:15]=[CH:16][C:2]#[C:1][C:3]1[CH:8]=[CH:7][C:6]([C:9]#[C:10][CH:16]=[CH:15][C:14]([O:13][CH2:11][CH3:12])=[O:18])=[CH:5][CH:4]=1)[CH3:12], predict the reactants needed to synthesize it. The reactants are: [C:1]([C:3]1[CH:8]=[CH:7][C:6]([C:9]#[CH:10])=[CH:5][CH:4]=1)#[CH:2].[CH2:11]([O:13][C:14](=[O:18])/[CH:15]=[CH:16]\I)[CH3:12].